From a dataset of Reaction yield outcomes from USPTO patents with 853,638 reactions. Predict the reaction yield, written as a fraction of the theoretical maximum amount of product (1.0 means a 100% yield; for example, 0.34 means a 34% yield). The reactants are [CH:1]([O:4][C:5]([N:7]1[CH2:12][CH2:11][CH:10]([O:13][C:14]2[CH:19]=[C:18]([O:20][C:21]3[CH:26]=[CH:25][C:24]([S:27]([CH3:30])(=[O:29])=[O:28])=[CH:23][C:22]=3[F:31])[N:17]=[CH:16][N:15]=2)[CH2:9][CH2:8]1)=[O:6])([CH3:3])[CH3:2].C1C(=O)N([Br:39])C(=O)C1. The catalyst is C(O)(=O)C. The product is [CH:1]([O:4][C:5]([N:7]1[CH2:12][CH2:11][CH:10]([O:13][C:14]2[C:19]([Br:39])=[C:18]([O:20][C:21]3[CH:26]=[CH:25][C:24]([S:27]([CH3:30])(=[O:29])=[O:28])=[CH:23][C:22]=3[F:31])[N:17]=[CH:16][N:15]=2)[CH2:9][CH2:8]1)=[O:6])([CH3:3])[CH3:2]. The yield is 0.500.